Dataset: Full USPTO retrosynthesis dataset with 1.9M reactions from patents (1976-2016). Task: Predict the reactants needed to synthesize the given product. (1) Given the product [CH:17]1([S:20]([C:2]2[CH:7]=[CH:6][N:5]=[C:4]3[NH:8][N:9]=[CH:10][C:3]=23)(=[O:22])=[O:21])[CH2:19][CH2:18]1, predict the reactants needed to synthesize it. The reactants are: I[C:2]1[CH:7]=[CH:6][N:5]=[C:4]2[NH:8][N:9]=[CH:10][C:3]=12.CNCCNC.[CH:17]1([S:20]([O-:22])=[O:21])[CH2:19][CH2:18]1.[Na+].C(=O)([O-])[O-].[K+].[K+]. (2) Given the product [Cl:19][C:20]1[CH:21]=[C:22]([C:2]2[CH:18]=[C:17]3[C:5]([CH2:6][CH2:7][C@@:8]43[C:13]([F:15])([F:14])[CH2:12][O:11][C:10]([NH2:16])=[N:9]4)=[CH:4][CH:3]=2)[CH:23]=[N:24][CH:25]=1, predict the reactants needed to synthesize it. The reactants are: Br[C:2]1[CH:18]=[C:17]2[C:5]([CH2:6][CH2:7][C@@:8]32[C:13]([F:15])([F:14])[CH2:12][O:11][C:10]([NH2:16])=[N:9]3)=[CH:4][CH:3]=1.[Cl:19][C:20]1[CH:21]=[C:22](B(O)O)[CH:23]=[N:24][CH:25]=1.COCCOC. (3) Given the product [NH2:11][C:7]1[N:8]=[C:9]([CH3:10])[C:4]([CH2:3][NH:2][C:17](=[O:18])[O:16][C:13]([CH3:15])([CH3:14])[CH3:12])=[CH:5][CH:6]=1, predict the reactants needed to synthesize it. The reactants are: Cl.[NH2:2][CH2:3][C:4]1[CH:5]=[CH:6][C:7]([NH2:11])=[N:8][C:9]=1[CH3:10].[CH3:12][C:13]([O:16][C:17](O[C:17]([O:16][C:13]([CH3:15])([CH3:14])[CH3:12])=[O:18])=[O:18])([CH3:15])[CH3:14]. (4) Given the product [C:1]([O:5][C:6]([CH:7]1[CH:21]([C:17]2[CH:18]=[CH:19][CH:20]=[C:15]([Cl:14])[CH:16]=2)[C:22]([C:25]2[CH:26]=[CH:27][C:40]([Cl:41])=[CH:29][CH:30]=2)([C:23]#[N:24])[CH:9]([CH:10]([CH3:12])[CH3:11])[NH:8]1)=[O:13])([CH3:4])([CH3:3])[CH3:2], predict the reactants needed to synthesize it. The reactants are: [C:1]([O:5][C:6](=[O:13])[CH2:7]/[N:8]=[CH:9]/[CH:10]([CH3:12])[CH3:11])([CH3:4])([CH3:3])[CH3:2].[Cl:14][C:15]1[CH:16]=[C:17](/[CH:21]=[C:22](/[C:25]2[CH:30]=[CH:29]C(Cl)=[CH:27][CH:26]=2)\[C:23]#[N:24])[CH:18]=[CH:19][CH:20]=1.C(N(CC)CC)C.Cl[CH2:40][Cl:41]. (5) Given the product [OH:3][CH:1]([C:4]1[C:13]2[C:8](=[CH:9][CH:10]=[CH:11][CH:12]=2)[CH:7]=[N:6][C:5]=1[N:14]([CH2:27][C:28]1[CH:29]=[CH:30][C:31]([O:34][C:35]([F:38])([F:37])[F:36])=[CH:32][CH:33]=1)[S:15]([C:18]1[CH:26]=[CH:25][C:21]([C:22]([OH:24])=[O:23])=[CH:20][CH:19]=1)(=[O:17])=[O:16])[CH3:2], predict the reactants needed to synthesize it. The reactants are: [C:1]([C:4]1[C:13]2[C:8](=[CH:9][CH:10]=[CH:11][CH:12]=2)[CH:7]=[N:6][C:5]=1[N:14]([CH2:27][C:28]1[CH:33]=[CH:32][C:31]([O:34][C:35]([F:38])([F:37])[F:36])=[CH:30][CH:29]=1)[S:15]([C:18]1[CH:26]=[CH:25][C:21]([C:22]([OH:24])=[O:23])=[CH:20][CH:19]=1)(=[O:17])=[O:16])(=[O:3])[CH3:2].[BH4-].[Na+].Cl. (6) Given the product [OH:20][CH:18]([CH3:19])[CH2:17][CH2:16][C:12]1[CH:11]=[C:10]([C:8]2[O:7][N:6]=[C:5]([C:3]([O:2][CH3:1])=[O:4])[CH:9]=2)[CH:15]=[CH:14][CH:13]=1, predict the reactants needed to synthesize it. The reactants are: [CH3:1][O:2][C:3]([C:5]1[CH:9]=[C:8]([C:10]2[CH:15]=[CH:14][CH:13]=[C:12]([CH2:16][CH2:17][C:18](=[O:20])[CH3:19])[CH:11]=2)[O:7][N:6]=1)=[O:4].[BH4-].[Na+]. (7) Given the product [Br:1][C:2]1[C:3]([C:17]([F:20])([F:18])[F:19])=[CH:4][C:5]([N:8]2[C:9](=[O:16])[C:10]([Cl:15])=[C:11]([CH3:14])[CH:12]2[OH:13])=[N:6][CH:7]=1.[Br:1][C:2]1[C:3]([C:17]([F:20])([F:18])[F:19])=[CH:4][C:5]([N:8]2[C:12](=[O:13])[C:11]([CH3:14])=[C:10]([Cl:15])[CH:9]2[OH:16])=[N:6][CH:7]=1, predict the reactants needed to synthesize it. The reactants are: [Br:1][C:2]1[C:3]([C:17]([F:20])([F:19])[F:18])=[CH:4][C:5]([N:8]2[C:12](=[O:13])[C:11]([CH3:14])=[C:10]([Cl:15])[C:9]2=[O:16])=[N:6][CH:7]=1.[BH4-].[Na+].O.C(OCC)(=O)C.